This data is from CYP1A2 inhibition data for predicting drug metabolism from PubChem BioAssay. The task is: Regression/Classification. Given a drug SMILES string, predict its absorption, distribution, metabolism, or excretion properties. Task type varies by dataset: regression for continuous measurements (e.g., permeability, clearance, half-life) or binary classification for categorical outcomes (e.g., BBB penetration, CYP inhibition). Dataset: cyp1a2_veith. The drug is CCOC(=O)c1sc(=N)n(-c2ccc(OC)cc2)c1C. The result is 1 (inhibitor).